From a dataset of NCI-60 drug combinations with 297,098 pairs across 59 cell lines. Regression. Given two drug SMILES strings and cell line genomic features, predict the synergy score measuring deviation from expected non-interaction effect. (1) Drug 1: CC1=CC2C(CCC3(C2CCC3(C(=O)C)OC(=O)C)C)C4(C1=CC(=O)CC4)C. Drug 2: CCC1(CC2CC(C3=C(CCN(C2)C1)C4=CC=CC=C4N3)(C5=C(C=C6C(=C5)C78CCN9C7C(C=CC9)(C(C(C8N6C)(C(=O)OC)O)OC(=O)C)CC)OC)C(=O)OC)O.OS(=O)(=O)O. Cell line: U251. Synergy scores: CSS=48.9, Synergy_ZIP=-0.318, Synergy_Bliss=0.781, Synergy_Loewe=-7.21, Synergy_HSA=1.12. (2) Drug 1: C(=O)(N)NO. Drug 2: C1CN(CCN1C(=O)CCBr)C(=O)CCBr. Cell line: OVCAR-5. Synergy scores: CSS=16.9, Synergy_ZIP=-1.52, Synergy_Bliss=3.96, Synergy_Loewe=1.61, Synergy_HSA=4.54. (3) Drug 1: CN(C)N=NC1=C(NC=N1)C(=O)N. Drug 2: C(=O)(N)NO. Cell line: SF-268. Synergy scores: CSS=1.19, Synergy_ZIP=0.729, Synergy_Bliss=1.67, Synergy_Loewe=-4.96, Synergy_HSA=-3.98. (4) Synergy scores: CSS=81.1, Synergy_ZIP=2.53, Synergy_Bliss=1.32, Synergy_Loewe=-0.823, Synergy_HSA=3.67. Drug 1: C1=C(C(=O)NC(=O)N1)N(CCCl)CCCl. Cell line: SR. Drug 2: CC(C1=C(C=CC(=C1Cl)F)Cl)OC2=C(N=CC(=C2)C3=CN(N=C3)C4CCNCC4)N. (5) Drug 1: CS(=O)(=O)C1=CC(=C(C=C1)C(=O)NC2=CC(=C(C=C2)Cl)C3=CC=CC=N3)Cl. Drug 2: CN(C(=O)NC(C=O)C(C(C(CO)O)O)O)N=O. Cell line: SF-539. Synergy scores: CSS=1.02, Synergy_ZIP=-2.34, Synergy_Bliss=-3.50, Synergy_Loewe=-4.82, Synergy_HSA=-3.35. (6) Drug 1: C1=CC(=CC=C1CCC2=CNC3=C2C(=O)NC(=N3)N)C(=O)NC(CCC(=O)O)C(=O)O. Drug 2: CC(C)NC(=O)C1=CC=C(C=C1)CNNC.Cl. Cell line: SK-MEL-5. Synergy scores: CSS=1.04, Synergy_ZIP=-1.71, Synergy_Bliss=-1.69, Synergy_Loewe=-8.10, Synergy_HSA=-4.66. (7) Drug 1: C1CC(=O)NC(=O)C1N2CC3=C(C2=O)C=CC=C3N. Drug 2: CC1=C(C(CCC1)(C)C)C=CC(=CC=CC(=CC(=O)O)C)C. Cell line: SNB-75. Synergy scores: CSS=12.0, Synergy_ZIP=-2.10, Synergy_Bliss=3.76, Synergy_Loewe=8.38, Synergy_HSA=7.64.